Task: Predict the reactants needed to synthesize the given product.. Dataset: Full USPTO retrosynthesis dataset with 1.9M reactions from patents (1976-2016) (1) Given the product [C:34]([C:19]1[C:18]([CH2:17][NH:16][C:14]([C@@H:9]2[CH2:10][C@@H:11]([F:13])[CH2:12][N:8]2[C:6]([O:5][C:1]([CH3:4])([CH3:2])[CH3:3])=[O:7])=[O:15])=[CH:23][C:22]([C:24]2[CH:25]=[N:26][C:27]([C:30]([F:33])([F:31])[F:32])=[CH:28][CH:29]=2)=[N:21][CH:20]=1)(=[O:35])[NH2:40], predict the reactants needed to synthesize it. The reactants are: [C:1]([O:5][C:6]([N:8]1[CH2:12][C@H:11]([F:13])[CH2:10][C@H:9]1[C:14]([NH:16][CH2:17][C:18]1[CH:23]=[C:22]([C:24]2[CH:25]=[N:26][C:27]([C:30]([F:33])([F:32])[F:31])=[CH:28][CH:29]=2)[N:21]=[CH:20][C:19]=1[C:34](O)=[O:35])=[O:15])=[O:7])([CH3:4])([CH3:3])[CH3:2].[NH4+].[Cl-].C[N:40](C(ON1N=NC2C=CC=NC1=2)=[N+](C)C)C.F[P-](F)(F)(F)(F)F.CCN(C(C)C)C(C)C. (2) Given the product [O:1]1[CH2:2][CH2:3][CH:4]([CH2:7][N:8]2[C:12]3[CH:13]=[C:14]([C:17]4[CH:22]=[CH:21][N:20]=[C:19]5[NH:23][C:24]([C:26]6[CH2:31][CH2:30][N:29]([C:32]([O:34][C:35]([CH3:38])([CH3:37])[CH3:36])=[O:33])[CH2:28][CH:27]=6)=[CH:25][C:18]=45)[CH:15]=[CH:16][C:11]=3[N:10]=[N:9]2)[CH2:5][CH2:6]1, predict the reactants needed to synthesize it. The reactants are: [O:1]1[CH2:6][CH2:5][CH:4]([CH2:7][N:8]2[C:12]3[CH:13]=[C:14]([C:17]4[CH:22]=[CH:21][N:20]=[C:19]5[N:23](S(C6C=CC(C)=CC=6)(=O)=O)[C:24]([C:26]6[CH2:31][CH2:30][N:29]([C:32]([O:34][C:35]([CH3:38])([CH3:37])[CH3:36])=[O:33])[CH2:28][CH:27]=6)=[CH:25][C:18]=45)[CH:15]=[CH:16][C:11]=3[N:10]=[N:9]2)[CH2:3][CH2:2]1.[OH-].[Na+]. (3) Given the product [OH:26][CH2:10][CH2:9][C@@H:8]([NH:7][S:5]([C:2]([CH3:4])([CH3:3])[CH3:1])=[O:6])[C:12]1[CH:17]=[CH:16][C:15]([O:18][CH2:19][C:20]([F:23])([F:22])[F:21])=[CH:14][N:13]=1, predict the reactants needed to synthesize it. The reactants are: [CH3:1][C:2]([S:5]([NH:7][C@@H:8]([C:12]1[CH:17]=[CH:16][C:15]([O:18][CH2:19][C:20]([F:23])([F:22])[F:21])=[CH:14][N:13]=1)[CH2:9][CH:10]=C)=[O:6])([CH3:4])[CH3:3].[BH4-].[Na+].[OH2:26]. (4) Given the product [CH2:7]([C:8]1[N:13]=[CH:12][C:11]([C:20](=[O:21])[CH3:19])=[CH:10][CH:9]=1)[CH3:6], predict the reactants needed to synthesize it. The reactants are: C([Zn]CC)C.[CH3:6][CH2:7][CH2:8][CH2:9][CH2:10][CH3:11].[CH3:12][N:13](CCO)C.C1C[O:21][CH2:20][CH2:19]1. (5) Given the product [C:16]([O:19][CH2:20][C:21]1[CH:26]=[C:25]([C:27]([O:29][CH3:30])=[O:28])[CH:24]=[C:23]([CH2:31][NH:9][CH2:8][C:5]2[N:4]([CH2:10][CH2:11][CH2:12][CH:13]([CH3:14])[CH3:15])[C:3]([CH2:1][CH3:2])=[N:7][N:6]=2)[N:22]=1)(=[O:18])[CH3:17], predict the reactants needed to synthesize it. The reactants are: [CH2:1]([C:3]1[N:4]([CH2:10][CH2:11][CH2:12][CH:13]([CH3:15])[CH3:14])[C:5]([CH2:8][NH2:9])=[N:6][N:7]=1)[CH3:2].[C:16]([O:19][CH2:20][C:21]1[CH:26]=[C:25]([C:27]([O:29][CH3:30])=[O:28])[CH:24]=[C:23]([CH:31]=O)[N:22]=1)(=[O:18])[CH3:17]. (6) Given the product [Cl:35][C:29]1[CH:30]=[C:31]([Cl:34])[CH:32]=[CH:33][C:28]=1[S:25]([C:22]1[CH:21]=[CH:20][C:19]([C:16]2[C:15]3[C:10](=[CH:11][CH:12]=[C:13]([F:36])[CH:14]=3)[CH:9]=[C:8]([CH2:7][C:6]([OH:37])=[O:5])[C:17]=2[CH3:18])=[CH:24][CH:23]=1)(=[O:26])=[O:27], predict the reactants needed to synthesize it. The reactants are: O.[OH-].[Li+].C[O:5][C:6](=[O:37])[CH2:7][C:8]1[C:17]([CH3:18])=[C:16]([C:19]2[CH:24]=[CH:23][C:22]([S:25]([C:28]3[CH:33]=[CH:32][C:31]([Cl:34])=[CH:30][C:29]=3[Cl:35])(=[O:27])=[O:26])=[CH:21][CH:20]=2)[C:15]2[C:10](=[CH:11][CH:12]=[C:13]([F:36])[CH:14]=2)[CH:9]=1.